Dataset: Full USPTO retrosynthesis dataset with 1.9M reactions from patents (1976-2016). Task: Predict the reactants needed to synthesize the given product. (1) The reactants are: [NH2:1][C:2]1[C:11]([C:12]2[S:13][C:14]3[CH:20]=[CH:19][C:18]([NH2:21])=[CH:17][C:15]=3[CH:16]=2)=[CH:10][C:5]([C:6]([O:8][CH3:9])=[O:7])=[CH:4][N:3]=1.[F:22][C:23]1[CH:31]=[CH:30][C:29]([CH3:32])=[CH:28][C:24]=1[C:25](O)=[O:26]. Given the product [NH2:1][C:2]1[C:11]([C:12]2[S:13][C:14]3[CH:20]=[CH:19][C:18]([NH:21][C:25](=[O:26])[C:24]4[CH:28]=[C:29]([CH3:32])[CH:30]=[CH:31][C:23]=4[F:22])=[CH:17][C:15]=3[CH:16]=2)=[CH:10][C:5]([C:6]([O:8][CH3:9])=[O:7])=[CH:4][N:3]=1, predict the reactants needed to synthesize it. (2) Given the product [N:29]1[C:30]2[C:35](=[CH:34][CH:33]=[CH:32][CH:31]=2)[C:26]([O:18][C:16]2[CH:15]=[CH:14][C:12]3[N:13]=[C:9]([NH:8][C@@H:3]4[CH2:4][CH2:5][CH2:6][CH2:7][C@H:2]4[OH:1])[S:10][C:11]=3[CH:17]=2)=[N:27][CH:28]=1, predict the reactants needed to synthesize it. The reactants are: [OH:1][C@@H:2]1[CH2:7][CH2:6][CH2:5][CH2:4][C@H:3]1[NH:8][C:9]1[S:10][C:11]2[CH:17]=[C:16]([OH:18])[CH:15]=[CH:14][C:12]=2[N:13]=1.C(=O)([O-])[O-].[Cs+].[Cs+].Cl[C:26]1[C:35]2[C:30](=[CH:31][CH:32]=[CH:33][CH:34]=2)[N:29]=[CH:28][N:27]=1. (3) The reactants are: [C:1]([O:4][C@H:5]1[CH2:10][CH2:9][C@@:8]([C@H:12]2[CH2:20][CH2:19][C@@:18]3([CH3:21])[C@@H:14]([CH2:15][CH2:16][C:17]3=[CH2:22])[C@@H:13]2[CH2:23][N:24]=[N+:25]=[N-:26])([CH3:11])[C@@H:7]([CH2:27]OS(C)(=O)=O)[CH2:6]1)(=[O:3])[CH3:2].[N-:33]=[N+:34]=[N-:35].[Na+]. Given the product [C:1]([O:4][C@H:5]1[CH2:10][CH2:9][C@@:8]([C@H:12]2[CH2:20][CH2:19][C@@:18]3([CH3:21])[C@@H:14]([CH2:15][CH2:16][C:17]3=[CH2:22])[C@@H:13]2[CH2:23][N:24]=[N+:25]=[N-:26])([CH3:11])[C@@H:7]([CH2:27][N:33]=[N+:34]=[N-:35])[CH2:6]1)(=[O:3])[CH3:2], predict the reactants needed to synthesize it. (4) Given the product [CH2:1]([N:8]1[C@H:13]([CH3:14])[CH2:12][O:11][CH:10]([CH3:15])[CH2:9]1)[C:2]1[CH:3]=[CH:4][CH:5]=[CH:6][CH:7]=1, predict the reactants needed to synthesize it. The reactants are: [CH2:1]([N:8]1[C@H:13]([CH3:14])[CH2:12][O:11][CH:10]([CH3:15])[C:9]1=O)[C:2]1[CH:7]=[CH:6][CH:5]=[CH:4][CH:3]=1.CO. (5) Given the product [NH2:14][CH2:13][C:11]1[N:10]=[C:9]([C:15]2[CH:20]=[CH:19][CH:18]=[CH:17][N:16]=2)[CH:8]=[C:7]([O:6][CH2:5][CH2:4][N:3]([CH2:21][CH3:22])[CH2:1][CH3:2])[CH:12]=1, predict the reactants needed to synthesize it. The reactants are: [CH2:1]([N:3]([CH2:21][CH3:22])[CH2:4][CH2:5][O:6][C:7]1[CH:12]=[C:11]([C:13]#[N:14])[N:10]=[C:9]([C:15]2[CH:20]=[CH:19][CH:18]=[CH:17][N:16]=2)[CH:8]=1)[CH3:2].C([O-])=O.[NH4+].C(O)C. (6) The reactants are: [OH:1][C:2]1[CH:11]=[CH:10][C:9]2[C:8](=[O:12])[CH2:7][CH2:6][CH2:5][C:4]=2[C:3]=1[CH2:13][N:14]1[C:22](=[O:23])[C:21]2[C:16](=[CH:17][CH:18]=[CH:19][CH:20]=2)[C:15]1=[O:24].[N:25]1([CH2:30][CH:31]([C:33]2[CH:38]=[CH:37][CH:36]=[CH:35][CH:34]=2)O)[CH:29]=[CH:28][N:27]=[CH:26]1.C1(P(C2C=CC=CC=2)C2C=CC=CC=2)C=CC=CC=1.CCOC(/N=N/C(OCC)=O)=O. Given the product [N:25]1([CH2:30][C@H:31]([C:33]2[CH:38]=[CH:37][CH:36]=[CH:35][CH:34]=2)[O:1][C:2]2[CH:11]=[CH:10][C:9]3[C:8](=[O:12])[CH2:7][CH2:6][CH2:5][C:4]=3[C:3]=2[CH2:13][N:14]2[C:15](=[O:24])[C:16]3[C:21](=[CH:20][CH:19]=[CH:18][CH:17]=3)[C:22]2=[O:23])[CH:29]=[CH:28][N:27]=[CH:26]1, predict the reactants needed to synthesize it. (7) Given the product [NH2:25][C:22]1[CH:23]=[CH:24][C:19]([C:16]2[CH:17]=[CH:18][C:13]([S:10]([NH:9][CH:6]([CH3:8])[CH3:7])(=[O:12])=[O:11])=[CH:14][CH:15]=2)=[CH:20][CH:21]=1, predict the reactants needed to synthesize it. The reactants are: O.O.[Sn](Cl)Cl.[CH:6]([NH:9][S:10]([C:13]1[CH:18]=[CH:17][C:16]([C:19]2[CH:24]=[CH:23][C:22]([N+:25]([O-])=O)=[CH:21][CH:20]=2)=[CH:15][CH:14]=1)(=[O:12])=[O:11])([CH3:8])[CH3:7]. (8) Given the product [CH2:1]([O:8][C:9]1[CH:14]=[C:13]([Cl:15])[C:12]([CH2:16][Br:20])=[C:11]([Cl:18])[CH:10]=1)[C:2]1[CH:7]=[CH:6][CH:5]=[CH:4][CH:3]=1, predict the reactants needed to synthesize it. The reactants are: [CH2:1]([O:8][C:9]1[CH:14]=[C:13]([Cl:15])[C:12]([CH2:16]O)=[C:11]([Cl:18])[CH:10]=1)[C:2]1[CH:7]=[CH:6][CH:5]=[CH:4][CH:3]=1.P(Br)(Br)[Br:20]. (9) Given the product [CH3:5][CH:4]([C:6]1[O:10][N:9]=[C:8]([C:11]2[CH:16]=[CH:15][CH:14]=[CH:13][C:12]=2[O:17][C:18]([F:21])([F:19])[F:20])[C:7]=1[CH2:22][O:23][C:24]1[CH:25]=[C:26]2[C:30](=[CH:31][CH:32]=1)[N:29]([CH2:33][C:34]1[CH:35]=[C:36]([CH:41]=[CH:42][CH:43]=1)[C:37]([OH:39])=[O:38])[CH:28]=[CH:27]2)[CH3:3], predict the reactants needed to synthesize it. The reactants are: [OH-].[Na+].[CH3:3][CH:4]([C:6]1[O:10][N:9]=[C:8]([C:11]2[CH:16]=[CH:15][CH:14]=[CH:13][C:12]=2[O:17][C:18]([F:21])([F:20])[F:19])[C:7]=1[CH2:22][O:23][C:24]1[CH:25]=[C:26]2[C:30](=[CH:31][CH:32]=1)[N:29]([CH2:33][C:34]1[CH:35]=[C:36]([CH:41]=[CH:42][CH:43]=1)[C:37]([O:39]C)=[O:38])[CH:28]=[CH:27]2)[CH3:5].Cl. (10) Given the product [CH2:1]([C:4]1[C:13]2[O:12][CH2:11][C:10]3=[C:14]([C:17]([OH:19])=[O:18])[N:15]=[CH:16][N:9]3[C:8]=2[CH:7]=[CH:6][CH:5]=1)[CH:2]=[CH2:3], predict the reactants needed to synthesize it. The reactants are: [CH2:1]([C:4]1[C:13]2[O:12][CH2:11][C:10]3=[C:14]([C:17]([O:19]CC)=[O:18])[N:15]=[CH:16][N:9]3[C:8]=2[CH:7]=[CH:6][CH:5]=1)[CH:2]=[CH2:3].CO.[OH-].[Na+].